This data is from Reaction yield outcomes from USPTO patents with 853,638 reactions. The task is: Predict the reaction yield, written as a fraction of the theoretical maximum amount of product (1.0 means a 100% yield; for example, 0.34 means a 34% yield). (1) The reactants are [NH:1]1[CH2:6][CH2:5][O:4][CH2:3][CH2:2]1.[CH:7](=O)[C:8]1[CH:13]=[CH:12][CH:11]=[CH:10][CH:9]=1.C([Cl:18])(=O)C. No catalyst specified. The product is [Cl-:18].[CH:7](=[N+:1]1[CH2:6][CH2:5][O:4][CH2:3][CH2:2]1)[C:8]1[CH:13]=[CH:12][CH:11]=[CH:10][CH:9]=1. The yield is 0.480. (2) The catalyst is C1COCC1.CCOC(C)=O. The product is [CH3:1][O:2][C:3]1[CH:4]=[C:5]2[C:9](=[CH:10][CH:11]=1)[NH:8][C:7](=[O:12])[C@:6]12[CH2:14][C@H:13]1[C:15]1[CH:23]=[C:22]2[C:18]([C:19]([C:32]3[CH:33]=[N:34][C:35]([N:38]4[CH2:43][CH2:42][O:41][CH2:40][CH2:39]4)=[CH:36][CH:37]=3)=[N:20][NH:21]2)=[CH:17][CH:16]=1. The reactants are [CH3:1][O:2][C:3]1[CH:4]=[C:5]2[C:9](=[CH:10][CH:11]=1)[NH:8][C:7](=[O:12])[C@:6]12[CH2:14][C@H:13]1[C:15]1[CH:23]=[C:22]2[C:18]([C:19]([C:32]3[CH:33]=[N:34][C:35]([N:38]4[CH2:43][CH2:42][O:41][CH2:40][CH2:39]4)=[CH:36][CH:37]=3)=[N:20][N:21]2COCC[Si](C)(C)C)=[CH:17][CH:16]=1.CCCC[N+](CCCC)(CCCC)CCCC.[F-]. The yield is 0.130. (3) The reactants are C([O:3][C:4]([CH:6]1[CH2:11][CH2:10][CH2:9][CH2:8][CH:7]1[C:12]1[CH:17]=[CH:16][CH:15]=[CH:14][C:13]=1[O:18][CH3:19])=O)C.[H-].[Al+3].[Li+].[H-].[H-].[H-].O1CCCC1.[C@H](O)(C([O-])=O)[C@@H](O)C([O-])=O.[Na+].[K+]. The yield is 0.950. The product is [CH3:19][O:18][C:13]1[CH:14]=[CH:15][CH:16]=[CH:17][C:12]=1[CH:7]1[CH2:8][CH2:9][CH2:10][CH2:11][CH:6]1[CH2:4][OH:3]. The catalyst is C(OCC)(=O)C. (4) The reactants are [NH2:1][CH2:2][CH2:3][O:4][CH2:5][CH2:6][O:7][CH2:8][CH2:9][O:10][CH2:11][CH2:12][O:13][CH2:14][CH2:15][O:16][CH2:17][CH2:18][O:19][CH2:20][CH2:21][O:22][CH2:23][CH2:24][O:25][CH2:26][CH2:27][O:28][CH2:29][CH2:30][O:31][CH2:32][CH2:33][O:34][CH2:35][CH2:36][NH:37][C:38]([C:40]([CH2:57][CH2:58][CH2:59][CH2:60][CH2:61][CH2:62][CH2:63][CH2:64][CH2:65][CH2:66][CH3:67])([CH2:44][CH2:45][CH2:46][CH2:47][CH2:48][CH2:49][CH2:50][CH2:51][CH2:52][CH2:53][C:54]([OH:56])=[O:55])[C:41]([OH:43])=[O:42])=[O:39].C1C(=O)N([O:75][C:76]([C@@H:78]([NH:84][C:85]([O:87][CH2:88][C:89]2[CH:94]=[CH:93][CH:92]=[CH:91][CH:90]=2)=[O:86])[CH2:79][CH2:80][C:81]([NH2:83])=[O:82])=O)C(=O)C1.CCN(C(C)C)C(C)C.O. The catalyst is C1COCC1.C(#N)C. The product is [NH2:83][C:81](=[O:82])[CH2:80][CH2:79][C@@H:78]([C:76](=[O:75])[NH:1][CH2:2][CH2:3][O:4][CH2:5][CH2:6][O:7][CH2:8][CH2:9][O:10][CH2:11][CH2:12][O:13][CH2:14][CH2:15][O:16][CH2:17][CH2:18][O:19][CH2:20][CH2:21][O:22][CH2:23][CH2:24][O:25][CH2:26][CH2:27][O:28][CH2:29][CH2:30][O:31][CH2:32][CH2:33][O:34][CH2:35][CH2:36][NH:37][C:38]([C:40]([CH2:57][CH2:58][CH2:59][CH2:60][CH2:61][CH2:62][CH2:63][CH2:64][CH2:65][CH2:66][CH3:67])([CH2:44][CH2:45][CH2:46][CH2:47][CH2:48][CH2:49][CH2:50][CH2:51][CH2:52][CH2:53][C:54]([OH:56])=[O:55])[C:41]([OH:43])=[O:42])=[O:39])[NH:84][C:85](=[O:86])[O:87][CH2:88][C:89]1[CH:94]=[CH:93][CH:92]=[CH:91][CH:90]=1. The yield is 0.460. (5) The reactants are F[C:2](F)(F)[C:3](O)=O.[N:8]1[N:9]=[C:10]([C:17]([C:20]2[N:25]=[N:24][C:23]([NH2:26])=[CH:22][CH:21]=2)([CH3:19])[CH3:18])[N:11]2[CH:16]=[CH:15][CH:14]=[CH:13][C:12]=12.BrCC(N[C:32]([CH:34]1[CH2:36][CH2:35]1)=[O:33])=O.P([O-])([O-])(O)=O.[Na+].[Na+].[I-].[K+]. The catalyst is CC(N(C)C)=O. The product is [N:8]1[N:9]=[C:10]([C:17]([C:20]2[CH:21]=[CH:22][C:23]3[N:24]([CH:2]=[C:3]([C:32]([CH:34]4[CH2:35][CH2:36]4)=[O:33])[N:26]=3)[N:25]=2)([CH3:19])[CH3:18])[N:11]2[CH:16]=[CH:15][CH:14]=[CH:13][C:12]=12. The yield is 0.260. (6) The reactants are [C:1]1([CH2:7][CH2:8][CH2:9][CH2:10]NC=O)[CH:6]=[CH:5][CH:4]=[CH:3][CH:2]=1.C(N(CC)CC)C.ClC(Cl)(OC(=O)OC(Cl)(Cl)Cl)Cl.[Se].[CH2:34]([N:41]=[C:42]=[Se:43])[C:35]1C=CC=CC=1. The catalyst is C(Cl)Cl. The product is [C:1]1([CH2:7][CH2:8][CH2:9][CH2:10][CH2:35][CH2:34][N:41]=[C:42]=[Se:43])[CH:2]=[CH:3][CH:4]=[CH:5][CH:6]=1. The yield is 0.950. (7) The reactants are Cl[C:2]1[C:3]2[CH2:10][C:9](=[O:11])[N:8]([CH2:12][C:13]3[CH:18]=[CH:17][C:16]([O:19][CH3:20])=[CH:15][C:14]=3[O:21][CH3:22])[C:4]=2[N:5]=[CH:6][N:7]=1.CO.Cl.Cl.[F:27][C:28]1[CH:33]=[CH:32][C:31]([C:34]2[N:35]=[C:36]([CH:44]3[CH2:49][CH2:48][NH:47][CH2:46][CH2:45]3)[N:37]([CH2:39][CH2:40][N:41]([CH3:43])[CH3:42])[CH:38]=2)=[CH:30][C:29]=1[C:50]([F:53])([F:52])[F:51]. No catalyst specified. The product is [CH3:42][N:41]([CH3:43])[CH2:40][CH2:39][N:37]1[CH:38]=[C:34]([C:31]2[CH:32]=[CH:33][C:28]([F:27])=[C:29]([C:50]([F:52])([F:51])[F:53])[CH:30]=2)[N:35]=[C:36]1[CH:44]1[CH2:45][CH2:46][N:47]([C:2]2[C:3]3[CH2:10][C:9](=[O:11])[N:8]([CH2:12][C:13]4[CH:18]=[CH:17][C:16]([O:19][CH3:20])=[CH:15][C:14]=4[O:21][CH3:22])[C:4]=3[N:5]=[CH:6][N:7]=2)[CH2:48][CH2:49]1. The yield is 0.600.